This data is from Catalyst prediction with 721,799 reactions and 888 catalyst types from USPTO. The task is: Predict which catalyst facilitates the given reaction. (1) Reactant: [CH3:1][C:2]1([CH3:18])[O:10][C@H:9]2[C@H:4]([C@@H:5]([CH2:16][OH:17])[O:6][C@@H:7]3[O:13][C:12]([CH3:15])([CH3:14])[O:11][C@@H:8]32)[O:3]1.[CH3:19][C:20]1[CH:24]=[C:23]([CH3:25])[NH:22][C:21]=1/[CH:26]=[C:27]1\[C:28](=[O:39])[N:29]([C:36](Cl)=[O:37])[C:30]2[C:35]\1=[CH:34][CH:33]=[CH:32][CH:31]=2. Product: [CH3:15][C:12]1([CH3:14])[O:13][C@H:7]2[O:6][CH:5]([CH2:16][O:17][C:36]([N:29]3[C:30]4[C:35](=[CH:34][CH:33]=[CH:32][CH:31]=4)/[C:27](=[CH:26]/[C:21]4[NH:22][C:23]([CH3:25])=[CH:24][C:20]=4[CH3:19])/[C:28]3=[O:39])=[O:37])[C@@H:4]3[O:3][C:2]([CH3:18])([CH3:1])[O:10][C@@H:9]3[C@H:8]2[O:11]1. The catalyst class is: 877. (2) Reactant: C1C=C(Cl)C=C(C(OO)=[O:9])C=1.[N:12]1[C:21]2[C:16](=[CH:17][CH:18]=[CH:19][CH:20]=2)[CH:15]=[CH:14][CH:13]=1. Product: [N+:12]1([O-:9])[C:21]2[C:16](=[CH:17][CH:18]=[CH:19][CH:20]=2)[CH:15]=[CH:14][CH:13]=1. The catalyst class is: 4. (3) Reactant: [NH2:1][C:2]1[CH:7]=[CH:6][C:5]([CH2:8][CH2:9][C:10]2[N:11]=[C:12]([NH:15][C:16](=[O:18])[CH3:17])[S:13][CH:14]=2)=[CH:4][CH:3]=1.CS[C:21]1[N:22](C(OCC)=O)[CH2:23][CH2:24][N:25]=1.C(O)(=O)C.C(=O)(O)[O-].[Na+]. Product: [NH:25]1[CH2:24][CH2:23][N:22]=[C:21]1[NH:1][C:2]1[CH:7]=[CH:6][C:5]([CH2:8][CH2:9][C:10]2[N:11]=[C:12]([NH:15][C:16](=[O:18])[CH3:17])[S:13][CH:14]=2)=[CH:4][CH:3]=1. The catalyst class is: 336.